From a dataset of Catalyst prediction with 721,799 reactions and 888 catalyst types from USPTO. Predict which catalyst facilitates the given reaction. (1) Reactant: CC(C)([O-])C.[Na+].C(P(C(C)(C)C)C1C=CC=CC=1C1C(C(C)C)=CC(C(C)C)=CC=1C(C)C)(C)(C)C.COC1C=C(OC)C=CC=1C[NH2:48].Br[C:50]1[N:51]=[C:52]([C@:55]23[CH2:64][O:63][C@@H:62]([CH3:65])[CH2:61][C@H:60]2[CH2:59][S:58][C:57]([NH:66][C:67](=[O:74])[C:68]2[CH:73]=[CH:72][CH:71]=[CH:70][CH:69]=2)=[N:56]3)[S:53][CH:54]=1.Cl. Product: [NH2:48][C:50]1[N:51]=[C:52]([C@:55]23[CH2:64][O:63][C@@H:62]([CH3:65])[CH2:61][C@H:60]2[CH2:59][S:58][C:57]([NH:66][C:67](=[O:74])[C:68]2[CH:73]=[CH:72][CH:71]=[CH:70][CH:69]=2)=[N:56]3)[S:53][CH:54]=1. The catalyst class is: 62. (2) Reactant: [NH:1]1[CH2:5][CH2:4][CH2:3][CH2:2]1.[C:6]([C:8]1[CH:9]=[C:10]2[C:15](=[CH:16][C:17]=1[O:18][CH2:19][CH:20]1[CH2:22][O:21]1)[N:14]=[CH:13][CH:12]=[C:11]2[O:23][C:24]1[CH:29]=[CH:28][C:27]([NH:30][C:31]([NH:33][C:34]2[S:35][CH:36]=[CH:37][N:38]=2)=[O:32])=[C:26]([F:39])[CH:25]=1)#[N:7]. Product: [C:6]([C:8]1[CH:9]=[C:10]2[C:15](=[CH:16][C:17]=1[O:18][CH2:19][CH:20]([OH:21])[CH2:22][N:1]1[CH2:5][CH2:4][CH2:3][CH2:2]1)[N:14]=[CH:13][CH:12]=[C:11]2[O:23][C:24]1[CH:29]=[CH:28][C:27]([NH:30][C:31]([NH:33][C:34]2[S:35][CH:36]=[CH:37][N:38]=2)=[O:32])=[C:26]([F:39])[CH:25]=1)#[N:7]. The catalyst class is: 7. (3) Reactant: [S:1]([C:5]1[CH:32]=[CH:31][C:8]([C:9]([NH:11][C:12]2[CH:17]=[C:16]([C:18]3[S:19][CH:20]=[CH:21][CH:22]=3)[CH:15]=[CH:14][C:13]=2[NH:23]C(=O)OC(C)(C)C)=[O:10])=[CH:7][CH:6]=1)(=[O:4])(=[O:3])[NH2:2].C(O)(C(F)(F)F)=O. Product: [NH2:23][C:13]1[CH:14]=[CH:15][C:16]([C:18]2[S:19][CH:20]=[CH:21][CH:22]=2)=[CH:17][C:12]=1[NH:11][C:9](=[O:10])[C:8]1[CH:31]=[CH:32][C:5]([S:1](=[O:3])(=[O:4])[NH2:2])=[CH:6][CH:7]=1. The catalyst class is: 2. (4) Reactant: [Br:1][C:2]1[CH:11]=[C:10]2[C:5]([CH:6]=[CH:7][C:8]([C:12]([OH:14])=O)=[N:9]2)=[CH:4][CH:3]=1.[NH2:15][C:16]1[CH:17]=[N:18][CH:19]=[CH:20][C:21]=1[N:22]1[CH2:27][C@H:26]([CH3:28])[C@@H:25]([O:29][Si:30]([C:33]([CH3:36])([CH3:35])[CH3:34])([CH3:32])[CH3:31])[C@H:24]([NH:37][C:38](=[O:44])[O:39][C:40]([CH3:43])([CH3:42])[CH3:41])[CH2:23]1.CN(C(ON1N=NC2C=CC=NC1=2)=[N+](C)C)C.F[P-](F)(F)(F)(F)F.CCN(C(C)C)C(C)C. Product: [Br:1][C:2]1[CH:11]=[C:10]2[C:5]([CH:6]=[CH:7][C:8]([C:12]([NH:15][C:16]3[CH:17]=[N:18][CH:19]=[CH:20][C:21]=3[N:22]3[CH2:27][C@H:26]([CH3:28])[C@@H:25]([O:29][Si:30]([C:33]([CH3:36])([CH3:35])[CH3:34])([CH3:32])[CH3:31])[C@H:24]([NH:37][C:38](=[O:44])[O:39][C:40]([CH3:43])([CH3:42])[CH3:41])[CH2:23]3)=[O:14])=[N:9]2)=[CH:4][CH:3]=1. The catalyst class is: 3. (5) Reactant: [NH2:1][C:2]1[C:3]([CH3:33])=[C:4]([C:8]2[C:20]3[C:19]4[C:14](=[CH:15][C:16]([C:21]([N:23]5[CH2:28][CH2:27][N:26]([CH3:29])[CH2:25][CH2:24]5)=[O:22])=[CH:17][CH:18]=4)[NH:13][C:12]=3[C:11]([C:30]([NH2:32])=[O:31])=[CH:10][CH:9]=2)[CH:5]=[CH:6][CH:7]=1.[F:34][C:35]1[CH:36]=[CH:37][C:38]([C:41](O)=[O:42])=[N:39][CH:40]=1.C1C=NC2N(O)N=NC=2C=1.CCN(C(C)C)C(C)C.C(Cl)CCl. Product: [F:34][C:35]1[CH:36]=[CH:37][C:38]([C:41]([NH:1][C:2]2[C:3]([CH3:33])=[C:4]([C:8]3[C:20]4[C:19]5[C:14](=[CH:15][C:16]([C:21]([N:23]6[CH2:28][CH2:27][N:26]([CH3:29])[CH2:25][CH2:24]6)=[O:22])=[CH:17][CH:18]=5)[NH:13][C:12]=4[C:11]([C:30]([NH2:32])=[O:31])=[CH:10][CH:9]=3)[CH:5]=[CH:6][CH:7]=2)=[O:42])=[N:39][CH:40]=1. The catalyst class is: 382. (6) Reactant: [CH2:1]([O:8][CH2:9][CH2:10][NH:11]C(=O)OC(C)(C)C)[C:2]1[CH:7]=[CH:6][CH:5]=[CH:4][CH:3]=1.[C:19]1([CH3:29])[CH:24]=[CH:23][C:22]([S:25]([OH:28])(=[O:27])=[O:26])=[CH:21][CH:20]=1. Product: [C:19]1([CH3:29])[CH:20]=[CH:21][C:22]([S:25]([OH:28])(=[O:26])=[O:27])=[CH:23][CH:24]=1.[CH2:1]([O:8][CH2:9][CH2:10][NH2:11])[C:2]1[CH:7]=[CH:6][CH:5]=[CH:4][CH:3]=1. The catalyst class is: 10. (7) Reactant: [C:1]1([C:7]2[N:8]=[N:9][N:10]([CH2:12][C:13]([OH:15])=O)[N:11]=2)[CH:6]=[CH:5][CH:4]=[CH:3][CH:2]=1.C(N(CC)C(C)C)(C)C.[Cl:25][C:26]1[CH:27]=[C:28]([CH:38]=[CH:39][C:40]=1[Cl:41])[CH2:29][N:30]1[CH2:35][CH2:34][O:33][C@@H:32]([CH2:36][NH2:37])[CH2:31]1. Product: [Cl:25][C:26]1[CH:27]=[C:28]([CH:38]=[CH:39][C:40]=1[Cl:41])[CH2:29][N:30]1[CH2:35][CH2:34][O:33][C@@H:32]([CH2:36][NH:37][C:13](=[O:15])[CH2:12][N:10]2[N:9]=[N:8][C:7]([C:1]3[CH:2]=[CH:3][CH:4]=[CH:5][CH:6]=3)=[N:11]2)[CH2:31]1. The catalyst class is: 9.